This data is from Reaction yield outcomes from USPTO patents with 853,638 reactions. The task is: Predict the reaction yield, written as a fraction of the theoretical maximum amount of product (1.0 means a 100% yield; for example, 0.34 means a 34% yield). (1) The catalyst is C(OCC)(=O)C.O. The product is [CH3:28][O:27][C:25](=[O:26])[NH:3][CH2:4][CH2:5][C:6]1[CH:7]=[CH:8][CH:9]=[C:10]([O:15][CH3:14])[CH:11]=1. The reactants are CO[NH:3][CH2:4][CH2:5][C:6]1[CH:11]=[CH:10][CH:9]=[CH:8][CH:7]=1.C1C[O:15][CH2:14]C1.CCN(CC)CC.Cl[C:25]([O:27][CH3:28])=[O:26]. The yield is 0.980. (2) The reactants are [Cl:1][C:2]1[N:7]=[C:6](Cl)[C:5]([Cl:9])=[CH:4][N:3]=1.[NH2:10][C:11]1[CH:21]=[CH:20][CH:19]=[CH:18][C:12]=1[C:13]([O:15][CH2:16][CH3:17])=[O:14].C(N(C(C)C)CC)(C)C. The catalyst is C(O)C. The product is [Cl:1][C:2]1[N:7]=[C:6]([NH:10][C:11]2[CH:21]=[CH:20][CH:19]=[CH:18][C:12]=2[C:13]([O:15][CH2:16][CH3:17])=[O:14])[C:5]([Cl:9])=[CH:4][N:3]=1. The yield is 0.750. (3) The reactants are [Cl:1][C:2]1[CH:3]=[CH:4][C:5]2[S:9][C:8]([N:10]3[C:14](=[O:15])[CH:13]=[C:12]([C:16]4[CH:21]=[CH:20][CH:19]=[CH:18][CH:17]=4)[NH:11]3)=[N:7][C:6]=2[CH:22]=1.CO[CH:25](OC)[N:26]([CH3:28])[CH3:27].CCOCC. The catalyst is C1COCC1. The product is [Cl:1][C:2]1[CH:3]=[CH:4][C:5]2[S:9][C:8]([N:10]3[C:14](=[O:15])[C:13](=[CH:25][N:26]([CH3:28])[CH3:27])[C:12]([C:16]4[CH:21]=[CH:20][CH:19]=[CH:18][CH:17]=4)=[N:11]3)=[N:7][C:6]=2[CH:22]=1. The yield is 0.850. (4) The reactants are [Cl:1][C:2]1[CH:7]=[C:6]([Cl:8])[CH:5]=[CH:4][C:3]=1[C:9]1[N:10]=[C:11](/[CH:16]=[CH:17]/[C:18]2[CH:23]=[CH:22][C:21]([C:24]3[CH:29]=[CH:28][C:27]([OH:30])=[CH:26][CH:25]=3)=[CH:20][CH:19]=2)[N:12]([CH2:14][CH3:15])[CH:13]=1.[Br:31][C:32]1[CH:41]=[C:40](F)[CH:39]=[CH:38][C:33]=1[C:34]([O:36][CH3:37])=[O:35]. The product is [CH3:37][O:36][C:34](=[O:35])[C:33]1[CH:38]=[CH:39][C:40]([O:30][C:27]2[CH:26]=[CH:25][C:24]([C:21]3[CH:22]=[CH:23][C:18](/[CH:17]=[CH:16]/[C:11]4[N:12]([CH2:14][CH3:15])[CH:13]=[C:9]([C:3]5[CH:4]=[CH:5][C:6]([Cl:8])=[CH:7][C:2]=5[Cl:1])[N:10]=4)=[CH:19][CH:20]=3)=[CH:29][CH:28]=2)=[CH:41][C:32]=1[Br:31]. No catalyst specified. The yield is 0.680. (5) The reactants are [CH3:1][N:2]1[C:6]([CH2:7][OH:8])=[CH:5][C:4]([N+:9]([O-:11])=[O:10])=[N:3]1.[H-].[Na+].[CH3:14]I. The catalyst is C1COCC1.ClCCl. The product is [CH3:14][O:8][CH2:7][C:6]1[N:2]([CH3:1])[N:3]=[C:4]([N+:9]([O-:11])=[O:10])[CH:5]=1. The yield is 0.720. (6) The reactants are [OH-].[Li+].[F:3][C:4]([F:18])([F:17])[CH:5]([C:7]1[CH:8]=[C:9]([CH:14]=[CH:15][CH:16]=1)[C:10]([O:12]C)=[O:11])[OH:6].Cl. The catalyst is C(#N)C.O. The product is [F:3][C:4]([F:17])([F:18])[CH:5]([C:7]1[CH:8]=[C:9]([CH:14]=[CH:15][CH:16]=1)[C:10]([OH:12])=[O:11])[OH:6]. The yield is 0.910. (7) The reactants are [F:1][C:2]1[CH:3]=[C:4]([NH:25][C:26]([C:28]2[S:29][CH:30]=[CH:31][CH:32]=2)=[NH:27])[CH:5]=[C:6]2[C:11]=1[N:10]([CH2:12][CH2:13][N:14](C)[C:15](=O)OC1C=CC=CC=1)[CH2:9][CH2:8][CH2:7]2.[OH-].[Na+]. The catalyst is C(O)C.O. The product is [F:1][C:2]1[CH:3]=[C:4]([NH:25][C:26]([C:28]2[S:29][CH:30]=[CH:31][CH:32]=2)=[NH:27])[CH:5]=[C:6]2[C:11]=1[N:10]([CH2:12][CH2:13][NH:14][CH3:15])[CH2:9][CH2:8][CH2:7]2. The yield is 0.228. (8) The reactants are Br[C:2]1[CH:8]=[C:7]([N+:9]([O-:11])=[O:10])[CH:6]=[CH:5][C:3]=1[NH2:4].[C:12]([C:14]1([CH3:17])[CH2:16][CH2:15]1)#[CH:13]. The catalyst is C(N(CC)CC)C.[Cu]I. The product is [CH3:17][C:14]1([C:12]#[C:13][C:2]2[CH:8]=[C:7]([N+:9]([O-:11])=[O:10])[CH:6]=[CH:5][C:3]=2[NH2:4])[CH2:16][CH2:15]1. The yield is 0.790. (9) The reactants are Br[CH2:2][C:3]1[CH:8]=[CH:7][C:6]([CH2:9]Br)=[CH:5][CH:4]=1.[P:11]([O:18][CH2:19][CH3:20])([O:15][CH2:16][CH3:17])[O:12]CC. No catalyst specified. The product is [C:6]1([CH2:9][P:11](=[O:12])([O:15][CH2:16][CH3:17])[O:18][CH2:19][CH3:20])[CH:7]=[CH:8][C:3]([CH2:2][P:11](=[O:12])([O:18][CH2:19][CH3:20])[O:15][CH2:16][CH3:17])=[CH:4][CH:5]=1. The yield is 0.890. (10) The product is [F:23][C:22]([F:25])([F:24])[C:20]([OH:26])=[O:21].[NH:8]1[CH2:11][CH:10]([O:12][C:13]2[CH:18]=[CH:17][C:16]([Br:19])=[N:15][CH:14]=2)[CH2:9]1. The catalyst is C(Cl)Cl. The yield is 0.950. The reactants are C(OC([N:8]1[CH2:11][CH:10]([O:12][C:13]2[CH:14]=[N:15][C:16]([Br:19])=[CH:17][CH:18]=2)[CH2:9]1)=O)(C)(C)C.[C:20]([OH:26])([C:22]([F:25])([F:24])[F:23])=[O:21].